Dataset: Reaction yield outcomes from USPTO patents with 853,638 reactions. Task: Predict the reaction yield, written as a fraction of the theoretical maximum amount of product (1.0 means a 100% yield; for example, 0.34 means a 34% yield). (1) The reactants are [CH:1]1([N:6]2[C:14]3[CH:13]=[C:12]([C:15]4[CH:16]=[N:17][C:18]([CH:21]=O)=[CH:19][CH:20]=4)[CH:11]=[C:10]([C:23]([NH:25][CH2:26][C:27]4[C:28](=[O:35])[NH:29][C:30]([CH3:34])=[CH:31][C:32]=4[CH3:33])=[O:24])[C:9]=3[CH:8]=[N:7]2)[CH2:5][CH2:4][CH2:3][CH2:2]1.C(O)(=O)C.[NH:40]1[CH2:45][CH2:44][O:43][CH2:42][CH2:41]1.[BH3-]C#N.[Na+]. The catalyst is CO. The yield is 0.434. The product is [CH:1]1([N:6]2[C:14]3[CH:13]=[C:12]([C:15]4[CH:16]=[N:17][C:18]([CH2:21][N:40]5[CH2:45][CH2:44][O:43][CH2:42][CH2:41]5)=[CH:19][CH:20]=4)[CH:11]=[C:10]([C:23]([NH:25][CH2:26][C:27]4[C:28](=[O:35])[NH:29][C:30]([CH3:34])=[CH:31][C:32]=4[CH3:33])=[O:24])[C:9]=3[CH:8]=[N:7]2)[CH2:2][CH2:3][CH2:4][CH2:5]1. (2) The reactants are Cl.[Cl:2][C:3]1[CH:8]=[CH:7][C:6]([C@H:9]([NH:12][CH2:13][CH:14](C)[C:15]([NH2:17])=[O:16])[CH2:10][CH3:11])=[C:5]([F:19])[C:4]=1[C:20]([C:22]1[CH:23]=[N:24][CH:25]=[CH:26][CH:27]=1)=[O:21].[OH-].[Na+].C([NH2:34])(=O)C=C.Cl. The catalyst is C(O)C.O.C(Cl)Cl. The product is [NH2:34][C:25]1[N:24]=[CH:23][C:22]([C:20]([C:4]2[C:5]([F:19])=[C:6]([C@H:9]([NH:12][CH2:13][CH2:14][C:15]([NH2:17])=[O:16])[CH2:10][CH3:11])[CH:7]=[CH:8][C:3]=2[Cl:2])=[O:21])=[CH:27][CH:26]=1. The yield is 0.250. (3) The reactants are [CH3:1][N:2]([CH2:10][CH2:11][N:12]([CH3:40])[CH2:13][C:14]1[C:22]2[C:17](=[CH:18][CH:19]=[C:20]([O:23][CH:24]3[CH2:29][CH2:28][O:27][CH2:26][CH2:25]3)[CH:21]=2)[N:16](S(C2C=CC(C)=CC=2)(=O)=O)[N:15]=1)[C:3](=[O:9])[O:4][C:5]([CH3:8])([CH3:7])[CH3:6].[OH-].[Na+]. The catalyst is CO.O. The product is [CH3:1][N:2]([CH2:10][CH2:11][N:12]([CH3:40])[CH2:13][C:14]1[C:22]2[C:17](=[CH:18][CH:19]=[C:20]([O:23][CH:24]3[CH2:29][CH2:28][O:27][CH2:26][CH2:25]3)[CH:21]=2)[NH:16][N:15]=1)[C:3](=[O:9])[O:4][C:5]([CH3:8])([CH3:7])[CH3:6]. The yield is 0.463. (4) The reactants are [CH2:1]([N:4]1[C:8]2[CH2:9][CH:10]([C:26]([O:28][CH3:29])=[O:27])[C:11]3[C:12](=[O:25])[CH2:13][C:14]4([NH:23][C:24]=3[C:7]=2[N:6]=[C:5]1[CH3:30])[CH2:22][C:21]1[C:16](=[CH:17][CH:18]=[CH:19][CH:20]=1)[CH2:15]4)[CH:2]=[CH2:3].ClC1C(=O)C(C#N)=C(C#N)C(=O)C=1Cl.C(=O)([O-])O.[Na+]. The catalyst is C(OCC)(=O)C. The product is [CH2:1]([N:4]1[C:8]2[CH:9]=[C:10]([C:26]([O:28][CH3:29])=[O:27])[C:11]3[C:12](=[O:25])[CH2:13][C:14]4([NH:23][C:24]=3[C:7]=2[N:6]=[C:5]1[CH3:30])[CH2:15][C:16]1[C:21](=[CH:20][CH:19]=[CH:18][CH:17]=1)[CH2:22]4)[CH:2]=[CH2:3]. The yield is 0.780. (5) The reactants are [F:1][C:2]1[CH:7]=[CH:6][C:5]([C:8]2[C:9]([NH:14][CH3:15])=[CH:10][N:11]=[N:12][CH:13]=2)=[C:4]([O:16][CH3:17])[CH:3]=1.[CH3:18][S:19]([C:22]1[CH:23]=[C:24]([CH:28]=[C:29]([C:31]([F:34])([F:33])[F:32])[CH:30]=1)[C:25](Cl)=[O:26])(=[O:21])=[O:20].C(N(CC)C(C)C)(C)C.[Cl-].[NH4+]. The catalyst is ClCCl. The product is [F:1][C:2]1[CH:7]=[CH:6][C:5]([C:8]2[C:9]([N:14]([CH3:15])[C:25](=[O:26])[C:24]3[CH:28]=[C:29]([C:31]([F:34])([F:33])[F:32])[CH:30]=[C:22]([S:19]([CH3:18])(=[O:21])=[O:20])[CH:23]=3)=[CH:10][N:11]=[N:12][CH:13]=2)=[C:4]([O:16][CH3:17])[CH:3]=1. The yield is 0.250. (6) The reactants are [N:1]1([C:6]2[CH:11]=[CH:10][C:9]([C:12]([NH:14][C@@H:15]([CH2:19][CH2:20][CH2:21][C:22]([OH:24])=[O:23])[C:16]([OH:18])=[O:17])=[O:13])=[CH:8][CH:7]=2)[CH:5]=[CH:4][N:3]=[N:2]1.[C:25](Cl)(C)=O.C([O-])(O)=O.[Na+]. The catalyst is CO. The product is [CH3:25][O:23][C:22](=[O:24])[CH2:21][CH2:20][CH2:19][C@H:15]([NH:14][C:12]([C:9]1[CH:10]=[CH:11][C:6]([N:1]2[CH:5]=[CH:4][N:3]=[N:2]2)=[CH:7][CH:8]=1)=[O:13])[C:16]([OH:18])=[O:17]. The yield is 0.580. (7) The reactants are [Br:1][C:2]1[C:9]([CH3:10])=[CH:8][C:5]([C:6]#[N:7])=[C:4]([F:11])[CH:3]=1.S(=O)(=O)(O)[OH:13]. The catalyst is C(O)(C(F)(F)F)=O. The product is [Br:1][C:2]1[C:9]([CH3:10])=[CH:8][C:5]([C:6]([NH2:7])=[O:13])=[C:4]([F:11])[CH:3]=1. The yield is 0.950.